This data is from CYP3A4 inhibition data for predicting drug metabolism from PubChem BioAssay. The task is: Regression/Classification. Given a drug SMILES string, predict its absorption, distribution, metabolism, or excretion properties. Task type varies by dataset: regression for continuous measurements (e.g., permeability, clearance, half-life) or binary classification for categorical outcomes (e.g., BBB penetration, CYP inhibition). Dataset: cyp3a4_veith. (1) The compound is Fc1ccc(C(OCCCc2cnc[nH]2)c2ccc(F)cc2)cc1. The result is 1 (inhibitor). (2) The molecule is CN(C)c1ccc(-c2cncnc2NCc2cccs2)cc1. The result is 1 (inhibitor). (3) The molecule is CC1=C(C(=O)Nc2cccnc2)C(c2cccnc2)n2nc(-c3cccs3)nc2N1. The result is 1 (inhibitor). (4) The molecule is CC(C)(C)NC[C@@H](O)COc1cccc2[nH]c(C#N)cc12. The result is 1 (inhibitor). (5) The molecule is C[C@H](CN(C)C)C(=O)c1ccccc1C(=O)O. The result is 0 (non-inhibitor). (6) The drug is C[C@@H](c1ccccc1)N1C(=O)[C@@H]2[C@@H](CC[C@@H]3C(=O)C=C[C@@H](O)[C@H]32)C1=O. The result is 0 (non-inhibitor). (7) The molecule is O=c1c2cnn(-c3ccccc3)c2nnn1/N=C/c1cccnc1. The result is 0 (non-inhibitor). (8) The compound is Cc1ccc(N)cc1.O=S(=O)(O)/C(=C\c1ccccc1)c1ccccc1. The result is 0 (non-inhibitor). (9) The compound is CCCCN1C(=O)CC(Sc2ccccc2C(=O)O)C1=O. The result is 0 (non-inhibitor).